This data is from Peptide-MHC class II binding affinity with 134,281 pairs from IEDB. The task is: Regression. Given a peptide amino acid sequence and an MHC pseudo amino acid sequence, predict their binding affinity value. This is MHC class II binding data. The peptide sequence is IELQIVDKIDAAFKI. The MHC is DRB5_0101 with pseudo-sequence DRB5_0101. The binding affinity (normalized) is 0.788.